This data is from Reaction yield outcomes from USPTO patents with 853,638 reactions. The task is: Predict the reaction yield, written as a fraction of the theoretical maximum amount of product (1.0 means a 100% yield; for example, 0.34 means a 34% yield). (1) The reactants are [CH3:1][O:2][C:3]1[C:4]([CH3:10])=[C:5]([NH2:9])[CH:6]=[CH:7][CH:8]=1.[Cl:11][C:12]1[N:17]=[C:16](Cl)[CH:15]=[CH:14][N:13]=1. The catalyst is C(O)C.C(Cl)Cl. The product is [Cl:11][C:12]1[N:17]=[C:16]([NH:9][C:5]2[CH:6]=[CH:7][CH:8]=[C:3]([O:2][CH3:1])[C:4]=2[CH3:10])[CH:15]=[CH:14][N:13]=1. The yield is 0.0700. (2) The reactants are [C:1]([O:5][C:6](=[O:34])[C@@H:7]([NH:13][C:14]([NH:16][C@@H:17]([CH2:25][CH2:26][C:27]([O:29][C:30]([CH3:33])([CH3:32])[CH3:31])=[O:28])[C:18]([O:20][C:21]([CH3:24])([CH3:23])[CH3:22])=[O:19])=[O:15])[CH2:8][CH2:9][C:10]([OH:12])=[O:11])([CH3:4])([CH3:3])[CH3:2].[CH2:35]1[C:40](=[O:41])[N:39](OC(O[N:39]2[C:40](=[O:41])[CH2:35][CH2:36][C:37]2=[O:38])=O)[C:37](=[O:38])[CH2:36]1.N1C=CC=CC=1. The catalyst is CC#N. The product is [C:1]([O:5][C:6](=[O:34])[C@@H:7]([NH:13][C:14](=[O:15])[NH:16][C@@H:17]([CH2:25][CH2:26][C:27]([O:29][C:30]([CH3:33])([CH3:32])[CH3:31])=[O:28])[C:18]([O:20][C:21]([CH3:22])([CH3:23])[CH3:24])=[O:19])[CH2:8][CH2:9][C:10]([O:12][N:39]1[C:40](=[O:41])[CH2:35][CH2:36][C:37]1=[O:38])=[O:11])([CH3:2])([CH3:3])[CH3:4]. The yield is 0.970. (3) The product is [CH3:8][O:9][C:10]1[CH:15]=[C:14]([O:16][CH3:17])[N:13]=[C:12]([C:18]2[C:29]3[C:28](=[CH:27][CH:26]=[C:25]([O:24][CH3:23])[CH:30]=3)[NH:31][C:19]=2[CH3:20])[N:11]=1. The reactants are C1(C)C=CC=CC=1.[CH3:8][O:9][C:10]1[CH:15]=[C:14]([O:16][CH3:17])[N:13]=[C:12]([CH2:18][C:19](=O)[CH3:20])[N:11]=1.Cl.[CH3:23][O:24][C:25]1[CH:30]=[CH:29][C:28]([NH:31]N)=[CH:27][CH:26]=1.C(OCC)(=O)C. The catalyst is [Cl-].[Zn+2].[Cl-].O. The yield is 0.670. (4) The reactants are Br[C:2]1[CH:3]=[CH:4][C:5]([C:15]([OH:17])=[O:16])=[N:6][C:7]=1[O:8][CH:9]([CH3:14])[C:10]([F:13])([F:12])[F:11].[CH:18]1([B-](F)(F)F)[CH2:20][CH2:19]1.[K+].C(=O)([O-])[O-].[Cs+].[Cs+].O. The catalyst is C1(C)C=CC=CC=1.C([O-])(=O)C.[Pd+2].C([O-])(=O)C.C(PC12CC3CC(CC(C3)C1)C2)CCC. The product is [CH:18]1([C:2]2[CH:3]=[CH:4][C:5]([C:15]([OH:17])=[O:16])=[N:6][C:7]=2[O:8][CH:9]([CH3:14])[C:10]([F:13])([F:12])[F:11])[CH2:20][CH2:19]1. The yield is 0.790. (5) The reactants are [CH3:1][C:2]1[N:3]([CH2:21][C:22]2[CH:23]=[C:24]([CH:28]=[CH:29][CH:30]=2)[C:25](O)=[O:26])[C:4]2[C:9]([CH:10]=1)=[CH:8][C:7]([C:11]([OH:20])([C:16]([F:19])([F:18])[F:17])[C:12]([F:15])([F:14])[F:13])=[CH:6][CH:5]=2.Cl.[CH3:32][NH:33][CH3:34].CN1CCOCC1.C1C=CC2N(O)N=NC=2C=1.CCN=C=NCCCN(C)C. The catalyst is C1COCC1. The product is [CH3:32][N:33]([CH3:34])[C:25](=[O:26])[C:24]1[CH:28]=[CH:29][CH:30]=[C:22]([CH2:21][N:3]2[C:4]3[C:9](=[CH:8][C:7]([C:11]([OH:20])([C:16]([F:19])([F:18])[F:17])[C:12]([F:13])([F:14])[F:15])=[CH:6][CH:5]=3)[CH:10]=[C:2]2[CH3:1])[CH:23]=1. The yield is 0.600. (6) The reactants are [OH:1][CH2:2][C:3]1[CH:13]=[CH:12][C:6]([O:7][CH2:8][C:9]([OH:11])=O)=[CH:5][CH:4]=1.[OH:14][C:15]([C:35]1[S:36][CH:37]=[CH:38][CH:39]=1)([C:30]1[S:31][CH:32]=[CH:33][CH:34]=1)[C:16]([O:18][C@H:19]1[CH2:24][CH2:23][C@H:22]([N:25]([CH2:27][CH2:28][NH2:29])[CH3:26])[CH2:21][CH2:20]1)=[O:17].CN(C(ON1N=NC2C=CC=CC1=2)=[N+](C)C)C.F[P-](F)(F)(F)(F)F.CCN(C(C)C)C(C)C. The catalyst is CN(C=O)C. The product is [OH:14][C:15]([C:30]1[S:31][CH:32]=[CH:33][CH:34]=1)([C:35]1[S:36][CH:37]=[CH:38][CH:39]=1)[C:16]([O:18][C@H:19]1[CH2:20][CH2:21][C@H:22]([N:25]([CH2:27][CH2:28][NH:29][C:9](=[O:11])[CH2:8][O:7][C:6]2[CH:5]=[CH:4][C:3]([CH2:2][OH:1])=[CH:13][CH:12]=2)[CH3:26])[CH2:23][CH2:24]1)=[O:17]. The yield is 0.470.